Task: Predict the reaction yield, written as a fraction of the theoretical maximum amount of product (1.0 means a 100% yield; for example, 0.34 means a 34% yield).. Dataset: Reaction yield outcomes from USPTO patents with 853,638 reactions (1) The reactants are [F:1][C:2]1[CH:11]=[C:10]([NH:12][S:13]([C:16]2[CH:21]=[CH:20][C:19](I)=[CH:18][CH:17]=2)(=[O:15])=[O:14])[CH:9]=[C:8]([F:23])[C:3]=1[C:4]([O:6]C)=[O:5].[S:24]1[CH:28]=[CH:27][C:26](B(O)O)=[CH:25]1.C(=O)([O-])[O-].[Na+].[Na+].Cl. The catalyst is CN(C)C=O.O.[OH-].[Li+].C1C=CC(P(C2C=CC=CC=2)[C-]2C=CC=C2)=CC=1.C1C=CC(P(C2C=CC=CC=2)[C-]2C=CC=C2)=CC=1.Cl[Pd]Cl.[Fe+2]. The product is [F:1][C:2]1[CH:11]=[C:10]([NH:12][S:13]([C:16]2[CH:21]=[CH:20][C:19]([C:26]3[CH:27]=[CH:28][S:24][CH:25]=3)=[CH:18][CH:17]=2)(=[O:15])=[O:14])[CH:9]=[C:8]([F:23])[C:3]=1[C:4]([OH:6])=[O:5]. The yield is 0.860. (2) The catalyst is C(O)C.[Pd]. The yield is 0.960. The product is [C:1]([O:5][C:6](=[O:21])[NH:7][CH2:8][CH2:9][CH2:10][CH2:11][C:12]1[CH:13]=[CH:14][C:15]([NH2:18])=[CH:16][CH:17]=1)([CH3:4])([CH3:2])[CH3:3]. The reactants are [C:1]([O:5][C:6](=[O:21])[NH:7][CH2:8][CH2:9][C:10]#[C:11][C:12]1[CH:17]=[CH:16][C:15]([N+:18]([O-])=O)=[CH:14][CH:13]=1)([CH3:4])([CH3:3])[CH3:2].